Dataset: Full USPTO retrosynthesis dataset with 1.9M reactions from patents (1976-2016). Task: Predict the reactants needed to synthesize the given product. (1) Given the product [C:30]([OH:43])(=[O:42])[CH:31]=[CH2:32].[NH2:8][C:9]([O:24][CH2:23][CH3:22])=[O:10], predict the reactants needed to synthesize it. The reactants are: CC1C(N=C=O)=CC([N:8]=[C:9]=[O:10])=CC=1.C(C1[C:23]([OH:24])=[C:22](C(C)(C)C)C=C(C)C=1)(C)(C)C.[C:30]([O-:43])(=[O:42])[CH2:31][CH2:32]CCCCCCCCC.[C:30]([O-:43])(=[O:42])[CH2:31][CH2:32]CCCCCCCCC.C([Sn+2]CCCC)CCC.C(OCCO)(=O)C=C. (2) Given the product [Cl:1][C:2]1[CH:7]=[C:6]([CH2:8][OH:9])[CH:5]=[C:4]([Cl:11])[C:3]=1[C:12]1[CH:17]=[CH:16][C:15]([F:18])=[CH:14][CH:13]=1, predict the reactants needed to synthesize it. The reactants are: [Cl:1][C:2]1[CH:7]=[C:6]([C:8](O)=[O:9])[CH:5]=[C:4]([Cl:11])[C:3]=1[C:12]1[CH:17]=[CH:16][C:15]([F:18])=[CH:14][CH:13]=1.ClC1C=C(C=C(Cl)C=1)CO.